This data is from NCI-60 drug combinations with 297,098 pairs across 59 cell lines. The task is: Regression. Given two drug SMILES strings and cell line genomic features, predict the synergy score measuring deviation from expected non-interaction effect. (1) Drug 1: COC1=C(C=C2C(=C1)N=CN=C2NC3=CC(=C(C=C3)F)Cl)OCCCN4CCOCC4. Drug 2: C1CN1P(=S)(N2CC2)N3CC3. Cell line: HS 578T. Synergy scores: CSS=17.7, Synergy_ZIP=-4.86, Synergy_Bliss=0.842, Synergy_Loewe=3.04, Synergy_HSA=3.92. (2) Drug 1: CC1=C2C(C(=O)C3(C(CC4C(C3C(C(C2(C)C)(CC1OC(=O)C(C(C5=CC=CC=C5)NC(=O)C6=CC=CC=C6)O)O)OC(=O)C7=CC=CC=C7)(CO4)OC(=O)C)O)C)OC(=O)C. Drug 2: C1=NC(=NC(=O)N1C2C(C(C(O2)CO)O)O)N. Cell line: SW-620. Synergy scores: CSS=42.2, Synergy_ZIP=-6.20, Synergy_Bliss=-1.75, Synergy_Loewe=0.444, Synergy_HSA=2.97.